Regression. Given a peptide amino acid sequence and an MHC pseudo amino acid sequence, predict their binding affinity value. This is MHC class II binding data. From a dataset of Peptide-MHC class II binding affinity with 134,281 pairs from IEDB. (1) The peptide sequence is AEGGKATTEEQKLIE. The MHC is DRB5_0101 with pseudo-sequence DRB5_0101. The binding affinity (normalized) is 0.0642. (2) The peptide sequence is EEIRRIWRQANNGDD. The MHC is DRB4_0101 with pseudo-sequence DRB4_0103. The binding affinity (normalized) is 0.417.